Dataset: NCI-60 drug combinations with 297,098 pairs across 59 cell lines. Task: Regression. Given two drug SMILES strings and cell line genomic features, predict the synergy score measuring deviation from expected non-interaction effect. Drug 1: CCC1=C2CN3C(=CC4=C(C3=O)COC(=O)C4(CC)O)C2=NC5=C1C=C(C=C5)O. Drug 2: CS(=O)(=O)OCCCCOS(=O)(=O)C. Cell line: SF-539. Synergy scores: CSS=56.7, Synergy_ZIP=-3.36, Synergy_Bliss=-4.02, Synergy_Loewe=-48.1, Synergy_HSA=-3.37.